Dataset: Peptide-MHC class II binding affinity with 134,281 pairs from IEDB. Task: Regression. Given a peptide amino acid sequence and an MHC pseudo amino acid sequence, predict their binding affinity value. This is MHC class II binding data. (1) The peptide sequence is AAPLSWSKDIYNYME. The MHC is HLA-DPA10301-DPB10402 with pseudo-sequence HLA-DPA10301-DPB10402. The binding affinity (normalized) is 0.260. (2) The peptide sequence is KDILEDERAAVDTYC. The MHC is HLA-DPA10201-DPB10101 with pseudo-sequence HLA-DPA10201-DPB10101. The binding affinity (normalized) is 0.311. (3) The peptide sequence is FFVKNPTDTGHGTVV. The MHC is DRB1_1302 with pseudo-sequence DRB1_1302. The binding affinity (normalized) is 0.0935. (4) The MHC is DRB1_1301 with pseudo-sequence DRB1_1301. The binding affinity (normalized) is 0.366. The peptide sequence is SGDVLWDIPTPKIIE. (5) The peptide sequence is FKVAATAAATAPADDKFTVF. The MHC is HLA-DQA10501-DQB10301 with pseudo-sequence HLA-DQA10501-DQB10301. The binding affinity (normalized) is 0.880. (6) The peptide sequence is DRNGACRCGRFQKLG. The MHC is DRB1_0101 with pseudo-sequence DRB1_0101. The binding affinity (normalized) is 0.881. (7) The peptide sequence is GTLMIERFVSLAIDA. The MHC is DRB1_0101 with pseudo-sequence DRB1_0101. The binding affinity (normalized) is 0.835. (8) The peptide sequence is KECPFSNRVWNSFQI. The MHC is DRB1_0301 with pseudo-sequence DRB1_0301. The binding affinity (normalized) is 0.246. (9) The peptide sequence is RPTAWFLPSIRAANV. The MHC is HLA-DQA10201-DQB10303 with pseudo-sequence HLA-DQA10201-DQB10303. The binding affinity (normalized) is 0.498. (10) The peptide sequence is VINWKGKELKCGSGI. The MHC is DRB1_0701 with pseudo-sequence DRB1_0701. The binding affinity (normalized) is 0.147.